Dataset: Forward reaction prediction with 1.9M reactions from USPTO patents (1976-2016). Task: Predict the product of the given reaction. (1) Given the reactants [Br:1][C:2]1[CH:26]=[N:25][C:5]2=[N:6][C:7]([N:11]3[CH2:14][C:13]([N:16]([CH3:24])[C:17](=[O:23])[O:18][C:19]([CH3:22])([CH3:21])[CH3:20])([CH3:15])[CH2:12]3)=[C:8](Cl)[N:9]=[C:4]2[CH:3]=1.O.[NH2:28][NH2:29], predict the reaction product. The product is: [Br:1][C:2]1[CH:26]=[N:25][C:5]2=[N:6][C:7]([N:11]3[CH2:14][C:13]([N:16]([CH3:24])[C:17](=[O:23])[O:18][C:19]([CH3:22])([CH3:21])[CH3:20])([CH3:15])[CH2:12]3)=[C:8]([NH:28][NH2:29])[N:9]=[C:4]2[CH:3]=1. (2) The product is: [O:10]([C:8]1[CH:7]=[CH:6][C:3]([CH:4]=[O:5])=[C:2]([B:17]2[O:21][C:20]([CH3:23])([CH3:22])[C:19]([CH3:25])([CH3:24])[O:18]2)[CH:9]=1)[C:11]1[CH:16]=[CH:15][CH:14]=[CH:13][CH:12]=1. Given the reactants Br[C:2]1[CH:9]=[C:8]([O:10][C:11]2[CH:16]=[CH:15][CH:14]=[CH:13][CH:12]=2)[CH:7]=[CH:6][C:3]=1[CH:4]=[O:5].[B:17]1([B:17]2[O:21][C:20]([CH3:23])([CH3:22])[C:19]([CH3:25])([CH3:24])[O:18]2)[O:21][C:20]([CH3:23])([CH3:22])[C:19]([CH3:25])([CH3:24])[O:18]1.CC([O-])=O.[K+], predict the reaction product. (3) Given the reactants [Cl:1][C:2]1[CH:3]=[C:4]([C:12]2[O:16][N:15]=[C:14]([C:17]3[CH:18]=[C:19]4[C:23](=[C:24]([F:26])[CH:25]=3)[NH:22][C:21]([CH2:27][CH2:28][C:29]([O:31]CC)=[O:30])=[CH:20]4)[N:13]=2)[CH:5]=[CH:6][C:7]=1[O:8][CH:9]([CH3:11])[CH3:10].[OH-].[Na+].Cl, predict the reaction product. The product is: [Cl:1][C:2]1[CH:3]=[C:4]([C:12]2[O:16][N:15]=[C:14]([C:17]3[CH:18]=[C:19]4[C:23](=[C:24]([F:26])[CH:25]=3)[NH:22][C:21]([CH2:27][CH2:28][C:29]([OH:31])=[O:30])=[CH:20]4)[N:13]=2)[CH:5]=[CH:6][C:7]=1[O:8][CH:9]([CH3:11])[CH3:10]. (4) Given the reactants [Cl:1][C:2]1[N:3]=[CH:4][NH:5][C:6]=1[Cl:7].[OH-].[K+].[Br:10][CH2:11][C:12]1[CH:22]=[CH:21][C:15]([O:16][CH2:17][C:18]([OH:20])=[O:19])=[CH:14][CH:13]=1.Br[CH2:24][C:25]1[C:34]2[C:29](=[CH:30][CH:31]=[CH:32][CH:33]=2)[CH:28]=[CH:27][CH:26]=1.Br, predict the reaction product. The product is: [Br-:10].[C:18]([CH2:17][O:16][C:15]1[CH:21]=[CH:22][C:12]([CH2:11][N:3]2[C:2]([Cl:1])=[C:6]([Cl:7])[N+:5]([CH2:24][C:25]3[C:34]4[C:29](=[CH:30][CH:31]=[CH:32][CH:33]=4)[CH:28]=[CH:27][CH:26]=3)=[CH:4]2)=[CH:13][CH:14]=1)([OH:20])=[O:19]. (5) The product is: [Br:1][C:2]1[C:3]([O:12][CH3:11])=[N:4][C:5]([CH3:9])=[CH:6][C:7]=1[CH3:8]. Given the reactants [Br:1][C:2]1[C:3](Cl)=[N:4][C:5]([CH3:9])=[CH:6][C:7]=1[CH3:8].[CH3:11][O-:12].[Na+].O, predict the reaction product. (6) Given the reactants F[C:2]1[CH:7]=[CH:6][C:5]([N+:8]([O-:10])=[O:9])=[CH:4][N:3]=1.[NH:11]1[CH:15]=[N:14][CH:13]=[N:12]1.C(=O)([O-])[O-].[Cs+].[Cs+].O, predict the reaction product. The product is: [N+:8]([C:5]1[CH:6]=[CH:7][C:2]([N:11]2[CH:15]=[N:14][CH:13]=[N:12]2)=[N:3][CH:4]=1)([O-:10])=[O:9]. (7) Given the reactants [NH2:1][C:2]1[CH:7]=[CH:6][CH:5]=[CH:4][CH:3]=1.[CH2:8]([O:15][C:16]([N:18]1[CH2:24][CH2:23][CH2:22][CH2:21][CH:20]([CH:25]=O)[CH2:19]1)=[O:17])[C:9]1[CH:14]=[CH:13][CH:12]=[CH:11][CH:10]=1.[BH3-]C#N.[Na+], predict the reaction product. The product is: [CH2:8]([O:15][C:16]([N:18]1[CH2:24][CH2:23][CH2:22][CH2:21][CH:20]([CH2:25][NH:1][C:2]2[CH:7]=[CH:6][CH:5]=[CH:4][CH:3]=2)[CH2:19]1)=[O:17])[C:9]1[CH:10]=[CH:11][CH:12]=[CH:13][CH:14]=1. (8) Given the reactants B.C1COCC1.[Cl:7][C:8]1[C:13]([C:14](O)=[O:15])=[CH:12][C:11]([Cl:17])=[CH:10][N:9]=1, predict the reaction product. The product is: [Cl:7][C:8]1[C:13]([CH2:14][OH:15])=[CH:12][C:11]([Cl:17])=[CH:10][N:9]=1.